From a dataset of Reaction yield outcomes from USPTO patents with 853,638 reactions. Predict the reaction yield, written as a fraction of the theoretical maximum amount of product (1.0 means a 100% yield; for example, 0.34 means a 34% yield). The reactants are Cl[C:2]1[N:3]=[N+:4]([O-:12])[C:5]2[CH:11]=[CH:10][CH:9]=[CH:8][C:6]=2[N:7]=1.[NH2:13][CH2:14][CH2:15][N:16]([CH2:24][CH2:25][NH2:26])[C:17](=[O:23])[O:18][C:19]([CH3:22])([CH3:21])[CH3:20].CC[N:29]([CH2:32]C)[CH2:30][CH3:31]. The catalyst is COCCOC. The product is [O-:12][N+:4]1[C:5]2[CH:11]=[CH:10][CH:9]=[CH:8][C:6]=2[N:7]=[C:2]([NH:13][CH2:14][CH2:15][N:16]([CH2:24][CH2:25][NH:26][C:32]2[N:3]=[N+:4]([O-:12])[C:5]3[CH:6]=[CH:8][CH:9]=[CH:31][C:30]=3[N:29]=2)[C:17](=[O:23])[O:18][C:19]([CH3:20])([CH3:21])[CH3:22])[N:3]=1. The yield is 0.250.